The task is: Predict the reactants needed to synthesize the given product.. This data is from Full USPTO retrosynthesis dataset with 1.9M reactions from patents (1976-2016). Given the product [CH2:20]([O:1][C:2]1([CH3:15])[CH2:3][CH2:4][N:5]([C:8]([O:10][C:11]([CH3:14])([CH3:13])[CH3:12])=[O:9])[CH2:6][CH2:7]1)[CH:19]=[CH2:18], predict the reactants needed to synthesize it. The reactants are: [OH:1][C:2]1([CH3:15])[CH2:7][CH2:6][N:5]([C:8]([O:10][C:11]([CH3:14])([CH3:13])[CH3:12])=[O:9])[CH2:4][CH2:3]1.[H-].[Na+].[CH2:18](Br)[CH:19]=[CH2:20].